This data is from Catalyst prediction with 721,799 reactions and 888 catalyst types from USPTO. The task is: Predict which catalyst facilitates the given reaction. (1) Reactant: [O:1]=[C:2]1[N:11]([CH2:12][CH2:13][CH:14]=O)[C:10](=[O:16])[C:9]2[C:4](=[CH:5][CH:6]=[CH:7][CH:8]=2)[NH:3]1.[NH:17]1[CH2:22][CH:21]=[C:20]([C:23]2[CH:32]=[CH:31][C:30]3[C:25](=[CH:26][CH:27]=[CH:28][CH:29]=3)[N:24]=2)[CH2:19][CH2:18]1.C(O[BH-](OC(=O)C)OC(=O)C)(=O)C.[Na+].ClC(Cl)C. Product: [N:24]1[C:25]2[C:30](=[CH:29][CH:28]=[CH:27][CH:26]=2)[CH:31]=[CH:32][C:23]=1[C:20]1[CH2:21][CH2:22][N:17]([CH2:14][CH2:13][CH2:12][N:11]2[C:10](=[O:16])[C:9]3[C:4](=[CH:5][CH:6]=[CH:7][CH:8]=3)[NH:3][C:2]2=[O:1])[CH2:18][CH:19]=1. The catalyst class is: 33. (2) Reactant: [Cl:1][C:2]1[CH:7]=[CH:6][CH:5]=[CH:4][C:3]=1[N:8]1[CH2:16][CH2:15][C:10]2([NH:14][CH2:13][CH2:12][CH2:11]2)[C:9]1=[O:17].[CH:18](=O)[CH:19]([CH3:21])[CH3:20].C(O[BH-](OC(=O)C)OC(=O)C)(=O)C.[Na+]. Product: [Cl:1][C:2]1[CH:7]=[CH:6][CH:5]=[CH:4][C:3]=1[N:8]1[CH2:16][CH2:15][C:10]2([N:14]([CH2:18][CH:19]([CH3:21])[CH3:20])[CH2:13][CH2:12][CH2:11]2)[C:9]1=[O:17]. The catalyst class is: 2.